From a dataset of Forward reaction prediction with 1.9M reactions from USPTO patents (1976-2016). Predict the product of the given reaction. (1) Given the reactants [CH3:1][C:2]1([CH3:25])[CH2:6][CH2:5][CH2:4][CH:3]1[C:7]1[CH:8]=[C:9]([CH:14]=[CH:15][C:16]=1OS(C(F)(F)F)(=O)=O)[C:10]([O:12][CH3:13])=[O:11].COC1C=CC=C(OC)C=1C1C=CC=CC=1P(C1CCCCC1)C1CCCCC1.[O-]P([O-])([O-])=O.[K+].[K+].[K+].[F:63][CH:64]([F:81])[O:65][C:66]1[CH:67]=[C:68](B2OC(C)(C)C(C)(C)O2)[CH:69]=[CH:70][CH:71]=1, predict the reaction product. The product is: [F:63][CH:64]([F:81])[O:65][C:66]1[CH:71]=[C:70]([C:16]2[CH:15]=[CH:14][C:9]([C:10]([O:12][CH3:13])=[O:11])=[CH:8][C:7]=2[CH:3]2[CH2:4][CH2:5][CH2:6][C:2]2([CH3:25])[CH3:1])[CH:69]=[CH:68][CH:67]=1. (2) Given the reactants [NH:1]1[CH2:6][CH2:5][CH2:4][CH:3]([CH2:7][NH:8][C:9]([C:11]2[C:15]3[N:16]=[CH:17][N:18]=[C:19]([C:20]4[C:28]5[O:27][CH2:26][O:25][C:24]=5[CH:23]=[CH:22][C:21]=4[O:29][CH2:30][CH:31]4[CH2:33][CH2:32]4)[C:14]=3[NH:13][CH:12]=2)=[O:10])[CH2:2]1.[CH:34](OC(=O)C)=[O:35], predict the reaction product. The product is: [CH:34]([N:1]1[CH2:6][CH2:5][CH2:4][CH:3]([CH2:7][NH:8][C:9]([C:11]2[C:15]3[N:16]=[CH:17][N:18]=[C:19]([C:20]4[C:28]5[O:27][CH2:26][O:25][C:24]=5[CH:23]=[CH:22][C:21]=4[O:29][CH2:30][CH:31]4[CH2:33][CH2:32]4)[C:14]=3[NH:13][CH:12]=2)=[O:10])[CH2:2]1)=[O:35].